The task is: Predict the reactants needed to synthesize the given product.. This data is from Full USPTO retrosynthesis dataset with 1.9M reactions from patents (1976-2016). (1) Given the product [CH2:1]([O:3][C:4]([C:6]1([C:9]2[CH:14]=[CH:13][C:12]([C:15]3[CH:20]=[CH:19][C:18]([C:21]4[O:25][N:24]=[C:23]([CH3:26])[C:22]=4[NH:27][C:28]4[CH:33]=[CH:32][CH:31]=[C:30]([C:38]5[CH:37]=[C:36]([F:35])[CH:41]=[CH:40][C:39]=5[O:45][CH3:46])[N:29]=4)=[CH:17][CH:16]=3)=[CH:11][CH:10]=2)[CH2:8][CH2:7]1)=[O:5])[CH3:2], predict the reactants needed to synthesize it. The reactants are: [CH2:1]([O:3][C:4]([C:6]1([C:9]2[CH:14]=[CH:13][C:12]([C:15]3[CH:20]=[CH:19][C:18]([C:21]4[O:25][N:24]=[C:23]([CH3:26])[C:22]=4[NH:27][C:28]4[CH:33]=[CH:32][CH:31]=[C:30](Br)[N:29]=4)=[CH:17][CH:16]=3)=[CH:11][CH:10]=2)[CH2:8][CH2:7]1)=[O:5])[CH3:2].[F:35][C:36]1[CH:37]=[CH:38][C:39]([O:45][CH3:46])=[C:40](B(O)O)[CH:41]=1. (2) Given the product [C:22]([Si:19]([O:13][C@H:7]1[CH2:8][CH2:9][CH2:10][C@@:11]2([CH3:12])[C@H:6]1[CH2:5][CH2:4]/[C:3]/2=[CH:1]/[CH3:2])([CH3:21])[CH3:20])([CH3:25])([CH3:24])[CH3:23], predict the reactants needed to synthesize it. The reactants are: [CH:1](=[C:3]1/[CH2:4][CH2:5][C@@H:6]2[C@:11]/1([CH3:12])[CH2:10][CH2:9][CH2:8][C@@H:7]2[OH:13])\[CH3:2].N1C=CN=C1.[Si:19](Cl)([C:22]([CH3:25])([CH3:24])[CH3:23])([CH3:21])[CH3:20].O. (3) Given the product [F:16][C:17]1[CH:22]=[CH:21][C:20]([C:23]2[N:24]=[CH:25][N:26]=[C:27]([N:29]3[CH2:30][CH2:31][N:32]([C:8]([NH:7][C:3]4[CH:2]=[N:1][CH:6]=[CH:5][CH:4]=4)=[O:15])[CH2:33][CH2:34]3)[CH:28]=2)=[CH:19][CH:18]=1, predict the reactants needed to synthesize it. The reactants are: [N:1]1[CH:6]=[CH:5][CH:4]=[C:3]([NH:7][C:8](=[O:15])OCC(Cl)(Cl)Cl)[CH:2]=1.[F:16][C:17]1[CH:22]=[CH:21][C:20]([C:23]2[CH:28]=[C:27]([N:29]3[CH2:34][CH2:33][NH:32][CH2:31][CH2:30]3)[N:26]=[CH:25][N:24]=2)=[CH:19][CH:18]=1.